Dataset: Full USPTO retrosynthesis dataset with 1.9M reactions from patents (1976-2016). Task: Predict the reactants needed to synthesize the given product. (1) The reactants are: [CH2:1]([C:6]1[CH:11]=[CH:10][C:9]([CH2:12][CH2:13][CH2:14][OH:15])=[CH:8][CH:7]=1)[CH2:2][CH2:3][CH2:4][CH3:5].C(N(CC)CC)C.[S:23](Cl)([CH3:26])(=[O:25])=[O:24]. Given the product [S:23]([O:15][CH2:14][CH2:13][CH2:12][C:9]1[CH:8]=[CH:7][C:6]([CH2:1][CH2:2][CH2:3][CH2:4][CH3:5])=[CH:11][CH:10]=1)(=[O:25])(=[O:24])[CH3:26], predict the reactants needed to synthesize it. (2) Given the product [CH2:4]([O:11][C:12](=[O:13])[NH:14][C:15]1[CH:20]=[CH:19][C:18]([C:21]2[CH2:26][CH2:25][N:24]([CH3:27])[CH2:23][C:22]=2[O:28][CH3:29])=[CH:17][C:16]=1[O:30][CH:31]([CH3:32])[CH3:33])[C:5]1[CH:10]=[CH:9][CH:8]=[CH:7][CH:6]=1, predict the reactants needed to synthesize it. The reactants are: [BH4-].[Na+].[I-].[CH2:4]([O:11][C:12]([NH:14][C:15]1[CH:20]=[CH:19][C:18]([C:21]2[CH:26]=[CH:25][N+:24]([CH3:27])=[CH:23][C:22]=2[O:28][CH3:29])=[CH:17][C:16]=1[O:30][CH:31]([CH3:33])[CH3:32])=[O:13])[C:5]1[CH:10]=[CH:9][CH:8]=[CH:7][CH:6]=1.O.C(=O)(O)[O-].[Na+]. (3) Given the product [Cl:1][C:2]1[CH:7]=[C:6]([Cl:8])[CH:5]=[CH:4][C:3]=1[C:9]1[CH:10]=[C:11]([C:14]([NH:18][NH2:19])=[O:16])[NH:12][N:13]=1, predict the reactants needed to synthesize it. The reactants are: [Cl:1][C:2]1[CH:7]=[C:6]([Cl:8])[CH:5]=[CH:4][C:3]=1[C:9]1[CH:10]=[C:11]([C:14]([OH:16])=O)[NH:12][N:13]=1.O.[NH2:18][NH2:19]. (4) Given the product [CH3:8][O:9][C:10]1[CH:11]=[C:12]([CH:3]2[CH2:4][CH2:5][O:7][CH2:6][CH2:2]2)[CH:13]=[CH:14][CH:15]=1, predict the reactants needed to synthesize it. The reactants are: N1[CH2:5][CH2:4][CH2:3][C@H:2]1[CH2:6][OH:7].[CH3:8][O:9][C:10]1[CH:11]=[C:12](B(O)O)[CH:13]=[CH:14][CH:15]=1.C[Si]([N-][Si](C)(C)C)(C)C.[K+].ClC1CCOCC1. (5) Given the product [CH3:1][N:2]1[C:6]([C:7]2[S:8][C:9]3[N:10]=[CH:11][N:12]=[C:13]([S:16][CH3:23])[C:14]=3[N:15]=2)=[C:5]([C:17]2[CH:18]=[CH:19][CH:20]=[CH:21][CH:22]=2)[N:4]=[CH:3]1, predict the reactants needed to synthesize it. The reactants are: [CH3:1][N:2]1[C:6]([C:7]2[S:8][C:9]3[N:10]=[CH:11][N:12]=[C:13]([SH:16])[C:14]=3[N:15]=2)=[C:5]([C:17]2[CH:22]=[CH:21][CH:20]=[CH:19][CH:18]=2)[N:4]=[CH:3]1.[CH3:23]I. (6) Given the product [OH:27][CH2:26][CH:24]1[CH2:25][N:22]([C:3]2[C:2]([C:32]3[CH:33]=[N:34][C:29]([CH3:28])=[CH:30][CH:31]=3)=[CH:21][C:6]([C:7]([NH:9][C:10]3[CH:15]=[CH:14][C:13]([O:16][C:17]([F:20])([F:19])[F:18])=[CH:12][CH:11]=3)=[O:8])=[CH:5][N:4]=2)[CH2:23]1, predict the reactants needed to synthesize it. The reactants are: Br[C:2]1[C:3]([N:22]2[CH2:25][CH:24]([CH2:26][OH:27])[CH2:23]2)=[N:4][CH:5]=[C:6]([CH:21]=1)[C:7]([NH:9][C:10]1[CH:15]=[CH:14][C:13]([O:16][C:17]([F:20])([F:19])[F:18])=[CH:12][CH:11]=1)=[O:8].[CH3:28][C:29]1[N:34]=[CH:33][C:32](B(O)O)=[CH:31][CH:30]=1. (7) Given the product [CH:19]1([CH2:22][NH:23][C:24](=[O:42])[NH:25][C:26]2[CH:41]=[CH:40][C:29]([C:30]([N:32]([CH:33]3[CH2:34][CH2:35][N:36]([CH2:2][C:3]4[CH:8]=[CH:7][CH:6]=[C:5]([C:9]([OH:18])([C:14]([F:17])([F:16])[F:15])[C:10]([F:13])([F:12])[F:11])[CH:4]=4)[CH2:37][CH2:38]3)[CH3:39])=[O:31])=[CH:28][CH:27]=2)[CH2:21][CH2:20]1, predict the reactants needed to synthesize it. The reactants are: Br[CH2:2][C:3]1[CH:4]=[C:5]([C:9]([OH:18])([C:14]([F:17])([F:16])[F:15])[C:10]([F:13])([F:12])[F:11])[CH:6]=[CH:7][CH:8]=1.[CH:19]1([CH2:22][NH:23][C:24](=[O:42])[NH:25][C:26]2[CH:41]=[CH:40][C:29]([C:30]([N:32]([CH3:39])[CH:33]3[CH2:38][CH2:37][NH:36][CH2:35][CH2:34]3)=[O:31])=[CH:28][CH:27]=2)[CH2:21][CH2:20]1.[I-].[Na+].C(=O)([O-])[O-].[K+].[K+].